From a dataset of Catalyst prediction with 721,799 reactions and 888 catalyst types from USPTO. Predict which catalyst facilitates the given reaction. Reactant: [N:1]1([CH2:7][CH2:8][NH2:9])[CH2:6][CH2:5][O:4][CH2:3][CH2:2]1.[CH3:10][Si:11]([CH3:26])([CH2:20][CH2:21][Si:22]([CH3:25])([CH3:24])[CH3:23])[CH2:12][CH2:13][CH2:14][O:15][CH2:16][CH:17]1[CH2:19][O:18]1. Product: [CH3:26][Si:11]([CH3:10])([CH2:20][CH2:21][Si:22]([CH3:23])([CH3:25])[CH3:24])[CH2:12][CH2:13][CH2:14][O:15][CH2:16][CH:17]([OH:18])[CH2:19][NH:9][CH2:8][CH2:7][N:1]1[CH2:6][CH2:5][O:4][CH2:3][CH2:2]1. The catalyst class is: 8.